Dataset: Full USPTO retrosynthesis dataset with 1.9M reactions from patents (1976-2016). Task: Predict the reactants needed to synthesize the given product. (1) Given the product [CH3:15][C:13]1[CH:14]=[C:9]([NH:7][CH3:6])[CH:10]=[C:11]([CH3:41])[C:12]=1[CH2:16][CH2:17][S:18]([N:21]1[CH2:22][CH2:23][C:24]2([N:28]=[C:27]([CH:29]3[CH2:34][CH2:33][C:32](=[C:35]([CH3:37])[CH3:36])[CH2:31][CH2:30]3)[NH:26][C:25]2=[O:38])[CH2:39][CH2:40]1)(=[O:19])=[O:20], predict the reactants needed to synthesize it. The reactants are: C(O[C:6](=O)[N:7]([C:9]1[CH:14]=[C:13]([CH3:15])[C:12]([CH2:16][CH2:17][S:18]([N:21]2[CH2:40][CH2:39][C:24]3([N:28]=[C:27]([CH:29]4[CH2:34][CH2:33][C:32](=[C:35]([CH3:37])[CH3:36])[CH2:31][CH2:30]4)[NH:26][C:25]3=[O:38])[CH2:23][CH2:22]2)(=[O:20])=[O:19])=[C:11]([CH3:41])[CH:10]=1)C)(C)(C)C.B(F)(F)F.CCOCC. (2) Given the product [C:1]([C:4]1[C:22](=[O:23])[C@@:8]2([CH3:24])[C:9]3[C:15]([OH:16])=[CH:14][C:13]([O:17][CH3:18])=[C:12]([C:19]([NH:21][CH2:29][C:28]4[CH:31]=[C:32]([F:35])[CH:33]=[CH:34][C:27]=4[F:26])=[O:20])[C:10]=3[O:11][C:7]2=[CH:6][C:5]=1[OH:25])(=[O:3])[CH3:2], predict the reactants needed to synthesize it. The reactants are: [C:1]([C:4]1[C:22](=[O:23])[C@@:8]2([CH3:24])[C:9]3[C:15]([OH:16])=[CH:14][C:13]([O:17][CH3:18])=[C:12]([C:19]([NH2:21])=[O:20])[C:10]=3[O:11][C:7]2=[CH:6][C:5]=1[OH:25])(=[O:3])[CH3:2].[F:26][C:27]1[CH:34]=[CH:33][C:32]([F:35])=[CH:31][C:28]=1[CH:29]=O.C([SiH](CC)CC)C.FC(F)(F)C(O)=O. (3) Given the product [F:26][C:24]1[CH:23]=[CH:22][C:21]([N+:27]([O-:29])=[O:28])=[C:20]([NH:11][C:12]2[C:17]([F:18])=[CH:16][CH:15]=[CH:14][N:13]=2)[CH:25]=1, predict the reactants needed to synthesize it. The reactants are: [Li+].C[Si]([N-][Si](C)(C)C)(C)C.[NH2:11][C:12]1[C:17]([F:18])=[CH:16][CH:15]=[CH:14][N:13]=1.F[C:20]1[CH:25]=[C:24]([F:26])[CH:23]=[CH:22][C:21]=1[N+:27]([O-:29])=[O:28].[NH4+].[Cl-].